Dataset: NCI-60 drug combinations with 297,098 pairs across 59 cell lines. Task: Regression. Given two drug SMILES strings and cell line genomic features, predict the synergy score measuring deviation from expected non-interaction effect. Drug 1: CCCCC(=O)OCC(=O)C1(CC(C2=C(C1)C(=C3C(=C2O)C(=O)C4=C(C3=O)C=CC=C4OC)O)OC5CC(C(C(O5)C)O)NC(=O)C(F)(F)F)O. Drug 2: CN(C(=O)NC(C=O)C(C(C(CO)O)O)O)N=O. Cell line: K-562. Synergy scores: CSS=64.7, Synergy_ZIP=-4.19, Synergy_Bliss=-4.88, Synergy_Loewe=-1.93, Synergy_HSA=0.197.